Dataset: Reaction yield outcomes from USPTO patents with 853,638 reactions. Task: Predict the reaction yield, written as a fraction of the theoretical maximum amount of product (1.0 means a 100% yield; for example, 0.34 means a 34% yield). (1) The reactants are [C:1]([C:4]1[CH:12]=[CH:11][C:7]([C:8]([OH:10])=[O:9])=[CH:6][CH:5]=1)(=[O:3])[CH3:2].[S:13]1[C:17]([C:18]2[C:19]([O:28][CH3:29])=[CH:20][C:21]([O:26][CH3:27])=[C:22]([CH:25]=2)[CH:23]=O)=[CH:16][C:15]2[CH:30]=[CH:31][CH:32]=[CH:33][C:14]1=2.[OH-].[Na+]. The catalyst is CN(C)C=O.O. The product is [S:13]1[C:17]([C:18]2[C:19]([O:28][CH3:29])=[CH:20][C:21]([O:26][CH3:27])=[C:22](/[CH:23]=[CH:2]/[C:1]([C:4]3[CH:12]=[CH:11][C:7]([C:8]([OH:10])=[O:9])=[CH:6][CH:5]=3)=[O:3])[CH:25]=2)=[CH:16][C:15]2[CH:30]=[CH:31][CH:32]=[CH:33][C:14]1=2. The yield is 0.540. (2) The reactants are [C:1]([C:5]1[CH:11]=[CH:10][C:8]([NH2:9])=[CH:7][CH:6]=1)([CH3:4])([CH3:3])[CH3:2].Cl.[CH:13](=O)/[CH:14]=[CH:15]/[CH3:16]. The catalyst is [Cl-].[Zn+2].[Cl-].O.N. The product is [C:1]([C:5]1[CH:11]=[C:10]2[C:8](=[CH:7][CH:6]=1)[N:9]=[C:15]([CH3:16])[CH:14]=[CH:13]2)([CH3:4])([CH3:2])[CH3:3]. The yield is 0.410. (3) The reactants are [CH3:1][C:2]([CH:4]1[CH2:9][CH2:8][CH2:7][CH2:6][CH2:5]1)=O.C([O:14][CH:15](N(C)C)[N:16]([CH3:18])[CH3:17])(C)(C)C. No catalyst specified. The product is [CH3:17][N:16]([C:15](/[CH:1]=[CH:2]/[CH:4]1[CH2:9][CH2:8][CH2:7][CH2:6][CH2:5]1)=[O:14])[CH3:18]. The yield is 0.930. (4) The reactants are [CH3:1][O:2][C:3]1[CH:8]=[C:7]([N+:9]([O-])=O)[CH:6]=[CH:5][C:4]=1[N:12]1[CH:16]=[C:15]([CH3:17])[N:14]=[CH:13]1. The catalyst is C(O)C.[Pd]. The product is [CH3:1][O:2][C:3]1[CH:8]=[C:7]([NH2:9])[CH:6]=[CH:5][C:4]=1[N:12]1[CH:16]=[C:15]([CH3:17])[N:14]=[CH:13]1. The yield is 0.780. (5) The reactants are [Na].C(O)(C)(C)C.C(OCC)(=O)C.[C:13]([O:17][C:18]([N:20]1[CH:24]2[CH2:25][CH2:26][CH:21]1[C:22](S(C1C=CC(C)=CC=1)(=O)=O)=[CH:23]2)=[O:19])([CH3:16])([CH3:15])[CH3:14]. The catalyst is [Hg].C(O)(C)(C)C.C(OCC)(=O)C. The product is [C:13]([O:17][C:18]([N:20]1[CH:24]2[CH2:25][CH2:26][CH:21]1[CH:22]=[CH:23]2)=[O:19])([CH3:16])([CH3:14])[CH3:15]. The yield is 0.450. (6) The yield is 0.880. No catalyst specified. The product is [CH:27]1([C:4]([CH:40]2[CH2:41][CH2:42]2)([C:6]2[CH:11]=[CH:10][N:9]=[C:8]([NH:12][C:13]3[CH:18]=[CH:17][C:16]([N:19]4[CH:23]=[C:22]([CH3:24])[N:21]=[CH:20]4)=[C:15]([O:25][CH3:26])[CH:14]=3)[N:7]=2)[OH:5])[CH2:29][CH2:28]1. The reactants are C(O[C:4]([C:6]1[CH:11]=[CH:10][N:9]=[C:8]([NH:12][C:13]2[CH:18]=[CH:17][C:16]([N:19]3[CH:23]=[C:22]([CH3:24])[N:21]=[CH:20]3)=[C:15]([O:25][CH3:26])[CH:14]=2)[N:7]=1)=[O:5])C.[CH:27]1([Mg]Br)[CH2:29][CH2:28]1.C(=O)([O-])[O-].[Na+].[Na+].O1[CH2:42][CH2:41][CH2:40]C1.